Dataset: Catalyst prediction with 721,799 reactions and 888 catalyst types from USPTO. Task: Predict which catalyst facilitates the given reaction. (1) Reactant: [Si]([O:8][CH2:9][CH2:10][CH2:11][N:12]1[C:20](=[O:21])[C:19]2[N:18]([CH2:22][C:23]3[CH:28]=[CH:27][C:26]([Cl:29])=[CH:25][CH:24]=3)[C:17]([O:30][CH:31]3[CH2:35][CH2:34][CH2:33][CH2:32]3)=[N:16][C:15]=2[N:14]([CH3:36])[C:13]1=[O:37])(C(C)(C)C)(C)C.Cl. Product: [Cl:29][C:26]1[CH:25]=[CH:24][C:23]([CH2:22][N:18]2[C:19]3[C:20](=[O:21])[N:12]([CH2:11][CH2:10][CH2:9][OH:8])[C:13](=[O:37])[N:14]([CH3:36])[C:15]=3[N:16]=[C:17]2[O:30][CH:31]2[CH2:35][CH2:34][CH2:33][CH2:32]2)=[CH:28][CH:27]=1. The catalyst class is: 40. (2) Reactant: [OH:1][C@@H:2]([CH2:6][C:7]1[CH:12]=[CH:11][C:10]([OH:13])=[C:9]([N+:14]([O-])=O)[CH:8]=1)[C:3]([OH:5])=[O:4].[CH3:17][S:18](Cl)(=[O:20])=[O:19]. Product: [OH:1][C@@H:2]([CH2:6][C:7]1[CH:12]=[CH:11][C:10]([OH:13])=[C:9]([NH:14][S:18]([CH3:17])(=[O:20])=[O:19])[CH:8]=1)[C:3]([OH:5])=[O:4]. The catalyst class is: 19. (3) Reactant: [CH3:1][O:2][C:3]1[C:10]([N+:11]([O-])=O)=[CH:9][CH:8]=[CH:7][C:4]=1[C:5]#[N:6]. Product: [NH2:11][C:10]1[C:3]([O:2][CH3:1])=[C:4]([CH:7]=[CH:8][CH:9]=1)[C:5]#[N:6]. The catalyst class is: 25. (4) Reactant: [CH2:1]([C:3]1[S:7][C:6]([NH2:8])=[N:5][N:4]=1)[CH3:2].Br[C:10]1[C:11](=[O:18])[N:12]([CH3:17])[CH:13]=[C:14]([Br:16])[CH:15]=1.CC1(C)C2C(=C(P(C3C=CC=CC=3)C3C=CC=CC=3)C=CC=2)OC2C(P(C3C=CC=CC=3)C3C=CC=CC=3)=CC=CC1=2.C([O-])([O-])=O.[Cs+].[Cs+]. Product: [Br:16][C:14]1[CH:15]=[C:10]([NH:8][C:6]2[S:7][C:3]([CH2:1][CH3:2])=[N:4][N:5]=2)[C:11](=[O:18])[N:12]([CH3:17])[CH:13]=1. The catalyst class is: 102. (5) Reactant: Cl[C:2]1[N:10]=[CH:9][N:8]=[C:7]2[C:3]=1[N:4]=[CH:5][N:6]2[CH2:11][C@H:12]([NH:18][S:19]([C:22]1[C:31]2[C:26](=[CH:27][CH:28]=[CH:29][CH:30]=2)[CH:25]=[CH:24][CH:23]=1)(=[O:21])=[O:20])[C:13]([O:15][CH2:16][CH3:17])=[O:14].[NH:32]1[CH2:37][CH2:36][CH:35]([C:38]2[N:47]=[C:46]3[C:41]([CH2:42][CH2:43][CH2:44][NH:45]3)=[CH:40][CH:39]=2)[CH2:34][CH2:33]1.C(N(C(C)C)CC)(C)C. Product: [C:22]1([S:19]([NH:18][C@@H:12]([CH2:11][N:6]2[CH:5]=[N:4][C:3]3[C:7]2=[N:8][CH:9]=[N:10][C:2]=3[N:32]2[CH2:37][CH2:36][CH:35]([C:38]3[CH:39]=[CH:40][C:41]4[CH2:42][CH2:43][CH2:44][NH:45][C:46]=4[N:47]=3)[CH2:34][CH2:33]2)[C:13]([O:15][CH2:16][CH3:17])=[O:14])(=[O:21])=[O:20])[C:31]2[C:26](=[CH:27][CH:28]=[CH:29][CH:30]=2)[CH:25]=[CH:24][CH:23]=1. The catalyst class is: 3. (6) Reactant: [CH3:1][O:2][C:3]1[CH:16]=[CH:15][CH:14]=[CH:13][C:4]=1[CH2:5][N:6]1[CH2:11][CH2:10][C:9](=[O:12])[CH2:8][CH2:7]1.[Si](OS(C(F)(F)F)(=O)=O)(C)(C)C.[CH3:29][C:30]1[CH:44]=[CH:43][C:33]([CH:34](O)[C:35]2[CH:40]=[CH:39][C:38]([CH3:41])=[CH:37][CH:36]=2)=[CH:32][CH:31]=1.C(=O)(O)[O-].[Na+]. Product: [CH3:29][C:30]1[CH:44]=[CH:43][C:33]([CH:34]([C:35]2[CH:40]=[CH:39][C:38]([CH3:41])=[CH:37][CH:36]=2)[CH:10]2[C:9](=[O:12])[CH2:8][CH2:7][N:6]([CH2:5][C:4]3[CH:13]=[CH:14][CH:15]=[CH:16][C:3]=3[O:2][CH3:1])[CH2:11]2)=[CH:32][CH:31]=1. The catalyst class is: 46.